From a dataset of Reaction yield outcomes from USPTO patents with 853,638 reactions. Predict the reaction yield, written as a fraction of the theoretical maximum amount of product (1.0 means a 100% yield; for example, 0.34 means a 34% yield). (1) The reactants are C([O:3][C:4](=O)[NH:5][C:6](=[O:32])[C:7]([C:30]#[N:31])=[N:8][NH:9][C:10]1[CH:15]=[C:14]([Cl:16])[C:13]([O:17][C:18]2[CH:23]=[C:22]([CH:24]([CH3:26])[CH3:25])[C:21](=[O:27])[N:20]([CH3:28])[N:19]=2)=[C:12]([Cl:29])[CH:11]=1)C.C([O-])(=O)C.[K+].C(O)(=O)C.O. The catalyst is CN(C)C(=O)C.C(#N)C. The product is [Cl:29][C:12]1[CH:11]=[C:10]([N:9]2[C:4](=[O:3])[NH:5][C:6](=[O:32])[C:7]([C:30]#[N:31])=[N:8]2)[CH:15]=[C:14]([Cl:16])[C:13]=1[O:17][C:18]1[CH:23]=[C:22]([CH:24]([CH3:26])[CH3:25])[C:21](=[O:27])[N:20]([CH3:28])[N:19]=1. The yield is 0.858. (2) The reactants are [F:1][CH:2]([F:39])[C:3]1[N:7]([C:8]2[N:13]=[C:12]([N:14]3[CH2:19][CH2:18][O:17][CH2:16][CH2:15]3)[N:11]=[C:10]([N:20]([CH:27]3[CH2:32][CH2:31][NH:30][CH2:29][CH2:28]3)[CH2:21][CH2:22][CH2:23][N:24]([CH3:26])[CH3:25])[N:9]=2)[C:6]2[CH:33]=[CH:34][CH:35]=[C:36]([O:37][CH3:38])[C:5]=2[N:4]=1.[Cl:40][CH2:41][S:42](Cl)(=[O:44])=[O:43].C([O-])([O-])=O.[K+].[K+].Cl. The catalyst is C(Cl)Cl.CO. The product is [ClH:40].[Cl:40][CH2:41][S:42]([N:30]1[CH2:31][CH2:32][CH:27]([N:20]([C:10]2[N:9]=[C:8]([N:7]3[C:6]4[CH:33]=[CH:34][CH:35]=[C:36]([O:37][CH3:38])[C:5]=4[N:4]=[C:3]3[CH:2]([F:1])[F:39])[N:13]=[C:12]([N:14]3[CH2:15][CH2:16][O:17][CH2:18][CH2:19]3)[N:11]=2)[CH2:21][CH2:22][CH2:23][N:24]([CH3:25])[CH3:26])[CH2:28][CH2:29]1)(=[O:44])=[O:43]. The yield is 0.440. (3) The reactants are [C:1]([OH:12])(=[O:11])[C:2]1[CH:10]=[CH:9][CH:8]=[C:4]([C:5]([OH:7])=[O:6])[CH:3]=1.[H][H]. The catalyst is C(O)(=O)C.[Pt]=O. The product is [CH:2]1([C:1]([OH:12])=[O:11])[CH2:10][CH2:9][CH2:8][CH:4]([C:5]([OH:7])=[O:6])[CH2:3]1. The yield is 0.950.